This data is from Reaction yield outcomes from USPTO patents with 853,638 reactions. The task is: Predict the reaction yield, written as a fraction of the theoretical maximum amount of product (1.0 means a 100% yield; for example, 0.34 means a 34% yield). (1) The reactants are OC1C=C([C:10]2[C:11]3[CH:18]=[CH:17][C:16]([O:19][CH3:20])=[CH:15][C:12]=3[O:13][CH:14]=2)C=CC=1OC.CCN(CC)CC. The catalyst is C(Cl)Cl.CN(C1C=CN=CC=1)C. The product is [CH3:20][O:19][C:16]1[CH:17]=[CH:18][C:11]2[CH:10]=[CH:14][O:13][C:12]=2[CH:15]=1. The yield is 0.920. (2) The reactants are I[C:2]1[O:3][C:4]([C:7]([O:9][CH2:10][CH3:11])=[O:8])=[CH:5][N:6]=1.C([O-])([O-])=O.[K+].[K+].[CH3:18][N:19]1[C:23](B2OC(C)(C)C(C)(C)O2)=[CH:22][CH:21]=[N:20]1. The catalyst is O1CCOCC1.O.CC(C)([P](C(C)(C)C)([Pd][P](C(C)(C)C)(C(C)(C)C)C(C)(C)C)C(C)(C)C)C. The product is [CH3:18][N:19]1[C:23]([C:2]2[O:3][C:4]([C:7]([O:9][CH2:10][CH3:11])=[O:8])=[CH:5][N:6]=2)=[CH:22][CH:21]=[N:20]1. The yield is 0.130.